From a dataset of Full USPTO retrosynthesis dataset with 1.9M reactions from patents (1976-2016). Predict the reactants needed to synthesize the given product. (1) Given the product [F:18][C:8]1([C:3]2[C:2]([F:1])=[CH:7][CH:6]=[CH:5][N:4]=2)[CH2:9][CH2:10][C:11](=[O:12])[CH2:16][CH2:17]1, predict the reactants needed to synthesize it. The reactants are: [F:1][C:2]1[C:3]([C:8]2([F:18])[CH2:17][CH2:16][C:11]3(OCC[O:12]3)[CH2:10][CH2:9]2)=[N:4][CH:5]=[CH:6][CH:7]=1.ClC1C(C2(F)CCC3(OCCO3)CC2)=NC=CC=1.N. (2) Given the product [CH2:1]1[CH:6]2[CH2:7][NH:8][CH2:9][CH2:10][N:5]2[CH2:4][CH2:3][S:2]1(=[O:13])=[O:12], predict the reactants needed to synthesize it. The reactants are: [CH2:1]1[CH:6]2[C:7](=O)[NH:8][CH2:9][CH2:10][N:5]2[CH2:4][CH2:3][S:2]1(=[O:13])=[O:12].Cl. (3) Given the product [Cl:30][C:31]1[CH:39]=[C:38]([Cl:40])[CH:37]=[CH:36][C:32]=1[CH2:33][CH2:34][NH:35][C:7]1[NH:8][C:3](=[O:2])[CH:4]=[C:5]([C:13]2[CH:29]=[CH:28][C:16]3[NH:17][C:18]([NH:20][C:21]([C:23]4[S:24][CH:25]=[CH:26][CH:27]=4)=[O:22])=[N:19][C:15]=3[CH:14]=2)[N:6]=1, predict the reactants needed to synthesize it. The reactants are: C[O:2][C:3]1[N:8]=[C:7](S(C)(=O)=O)[N:6]=[C:5]([C:13]2[CH:29]=[CH:28][C:16]3[NH:17][C:18]([NH:20][C:21]([C:23]4[S:24][CH:25]=[CH:26][CH:27]=4)=[O:22])=[N:19][C:15]=3[CH:14]=2)[CH:4]=1.[Cl:30][C:31]1[CH:39]=[C:38]([Cl:40])[CH:37]=[CH:36][C:32]=1[CH2:33][CH2:34][NH2:35]. (4) Given the product [NH2:1][C:2]1[N:7]=[C:6]([C:8]2[S:12][C:11]3[CH:13]=[CH:14][C:15]([CH2:17][NH:18][C:31](=[O:33])[C:30]4[CH:34]=[C:35]([O:38][CH3:39])[CH:36]=[CH:37][C:29]=4[O:28][CH3:27])=[CH:16][C:10]=3[C:9]=2[CH3:26])[CH:5]=[CH:4][N:3]=1, predict the reactants needed to synthesize it. The reactants are: [NH2:1][C:2]1[N:7]=[C:6]([C:8]2[S:12][C:11]3[CH:13]=[CH:14][C:15]([CH2:17][NH:18]C(C4SC=CC=4)=O)=[CH:16][C:10]=3[C:9]=2[CH3:26])[CH:5]=[CH:4][N:3]=1.[CH3:27][O:28][C:29]1[CH:37]=[CH:36][C:35]([O:38][CH3:39])=[CH:34][C:30]=1[C:31]([OH:33])=O.S1C=CC=C1C(O)=O. (5) The reactants are: [C:1]([O:5][C:6]([N:8]1[CH2:21][C@@H:20]2[C@H:15]([CH2:16][CH2:17][C@:18]3([CH3:26])[C:24](=[O:25])[CH2:23][CH2:22][C@H:19]32)[C@:14]2([CH3:27])[C:9]1=[CH:10][C@@H:11]([O:28][Si](C(C)C)(C(C)C)C(C)C)[CH2:12][CH2:13]2)=[O:7])([CH3:4])([CH3:3])[CH3:2].[F-].C([N+](CCCC)(CCCC)CCCC)CCC.C[N+]1([O-])CCOCC1. Given the product [C:1]([O:5][C:6]([N:8]1[CH2:21][C@@H:20]2[C@H:15]([CH2:16][CH2:17][C@:18]3([CH3:26])[C:24](=[O:25])[CH2:23][CH2:22][C@H:19]32)[C@:14]2([CH3:27])[C:9]1=[CH:10][C:11](=[O:28])[CH2:12][CH2:13]2)=[O:7])([CH3:4])([CH3:2])[CH3:3], predict the reactants needed to synthesize it.